From a dataset of Full USPTO retrosynthesis dataset with 1.9M reactions from patents (1976-2016). Predict the reactants needed to synthesize the given product. (1) Given the product [CH3:1][N:2]1[C:10]2[C:5](=[CH:6][CH:7]=[CH:8][CH:9]=2)[C:4]([C:11]2[C:12](=[O:34])[O:33][C:14](=[O:31])[C:15]=2[C:16]2[CH:21]=[CH:20][CH:19]=[C:18]([O:22][CH2:23][CH2:24][N:25]3[CH2:26][CH2:27][O:28][CH2:29][CH2:30]3)[CH:17]=2)=[CH:3]1, predict the reactants needed to synthesize it. The reactants are: [CH3:1][N:2]1[C:10]2[C:5](=[CH:6][CH:7]=[CH:8][CH:9]=2)[C:4]([C:11]2[C:12](=[O:33])N(C)[C:14](=[O:31])[C:15]=2[C:16]2[CH:21]=[CH:20][CH:19]=[C:18]([O:22][CH2:23][CH2:24][N:25]3[CH2:30][CH2:29][O:28][CH2:27][CH2:26]3)[CH:17]=2)=[CH:3]1.[OH-:34].[K+]. (2) Given the product [ClH:1].[Br:12][C:13]1[CH:20]=[CH:19][C:16]([CH2:17][N:10]([C:7]2[CH:8]=[CH:9][C:4]([O:3][CH3:2])=[CH:5][CH:6]=2)[NH2:11])=[CH:15][CH:14]=1, predict the reactants needed to synthesize it. The reactants are: [ClH:1].[CH3:2][O:3][C:4]1[CH:9]=[CH:8][C:7]([NH:10][NH2:11])=[CH:6][CH:5]=1.[Br:12][C:13]1[CH:20]=[CH:19][C:16]([CH2:17]Br)=[CH:15][CH:14]=1. (3) Given the product [N:1]([CH2:4][CH2:5][NH:6][C:7]([C:8]1[CH:9]=[CH:10][C:11]([C:12]2[CH:13]=[CH:14][CH:15]=[CH:16][CH:17]=2)=[CH:26][CH:25]=1)=[O:21])=[N+:2]=[N-:3], predict the reactants needed to synthesize it. The reactants are: [N:1]([CH2:4][CH2:5][NH:6][C:7](=[O:21])[CH2:8][CH2:9][CH2:10][CH2:11][CH2:12][CH2:13][CH2:14][CH2:15][CH2:16][CH2:17]CCC)=[N+:2]=[N-:3].N([CH2:25][CH2:26]N)=[N+]=[N-].C(N(CC)CC)C. (4) Given the product [CH2:3]([N:10]1[CH2:15][CH2:14][N:13]([C:38]2[CH:39]=[CH:40][C:35]([O:34][CH2:27][C:28]3[CH:33]=[CH:32][CH:31]=[CH:30][CH:29]=3)=[CH:36][CH:37]=2)[C@@H:12]([CH2:16][O:17][CH2:18][C:19]2[CH:20]=[CH:21][C:22]([O:25][CH3:26])=[CH:23][CH:24]=2)[CH2:11]1)[C:4]1[CH:5]=[CH:6][CH:7]=[CH:8][CH:9]=1, predict the reactants needed to synthesize it. The reactants are: N#N.[CH2:3]([N:10]1[CH2:15][CH2:14][NH:13][C@@H:12]([CH2:16][O:17][CH2:18][C:19]2[CH:24]=[CH:23][C:22]([O:25][CH3:26])=[CH:21][CH:20]=2)[CH2:11]1)[C:4]1[CH:9]=[CH:8][CH:7]=[CH:6][CH:5]=1.[CH2:27]([O:34][C:35]1[CH:40]=[CH:39][C:38](Br)=[CH:37][CH:36]=1)[C:28]1[CH:33]=[CH:32][CH:31]=[CH:30][CH:29]=1.CC(C)([O-])C.[Na+]. (5) Given the product [CH2:6]([NH2:1])[CH2:5][CH2:4][CH2:3][CH2:2][CH2:11][CH2:12][CH2:7][CH2:8][CH2:9][CH2:10][CH2:8][CH2:9][CH2:10][CH2:11][CH2:12][CH2:7][CH3:13], predict the reactants needed to synthesize it. The reactants are: [N:1]1[CH:6]=[CH:5][CH:4]=[CH:3][CH:2]=1.[C:7]1([CH3:13])[CH:12]=[CH:11][CH:10]=[CH:9][CH:8]=1. (6) Given the product [C:6]([O:5][C:4](=[O:10])[N:3]([CH2:11][C:12]1[CH:13]=[N:14][CH:15]=[C:16]([C:19]2[CH:20]=[C:21]3[C:25](=[CH:26][CH:27]=2)[N:24]([CH:28]2[CH2:33][CH2:32][CH2:31][CH2:30][O:29]2)[N:23]=[C:22]3[C:34]2[NH:35][C:36]([C:39]([NH:41][CH:42]3[CH2:43][CH2:48][CH2:47][CH2:46]3)=[O:40])=[CH:37][N:38]=2)[C:17]=1[CH3:18])[CH2:1][CH3:2])([CH3:8])([CH3:7])[CH3:9], predict the reactants needed to synthesize it. The reactants are: [CH2:1]([N:3]([CH2:11][C:12]1[CH:13]=[N:14][CH:15]=[C:16]([C:19]2[CH:20]=[C:21]3[C:25](=[CH:26][CH:27]=2)[N:24]([CH:28]2[CH2:33][CH2:32][CH2:31][CH2:30][O:29]2)[N:23]=[C:22]3[C:34]2[NH:35][C:36]([C:39]([NH:41][CH2:42][C:43]3C=N[CH:46]=[CH:47][CH:48]=3)=[O:40])=[CH:37][N:38]=2)[C:17]=1[CH3:18])[C:4](=[O:10])[O:5][C:6]([CH3:9])([CH3:8])[CH3:7])[CH3:2].C(OC(N(CC1C(C)=C(C2C=C3C(=CC=2)N(C2CCCCO2)N=C3C2NC(C(O)=O)=CN=2)C=NC=1)CC)=O)(C)(C)C.CCN(CC)CC.C1(N)CCCC1.CN(C(ON1N=NC2C=CC=NC1=2)=[N+](C)C)C.F[P-](F)(F)(F)(F)F. (7) Given the product [CH3:12][CH:11]([CH3:10])[C:16]([NH:8][C:5]1[CH:4]=[CH:3][CH:2]=[C:7]([CH:21]2[CH2:20][CH2:25][N:17]([CH2:18][CH2:19][C@H:33]([O:37][C:34]3[CH:6]=[CH:7][CH:2]=[CH:3][CH:4]=3)[C:30]3[CH:31]=[CH:32][CH:27]=[CH:28][CH:29]=3)[CH2:23][CH2:22]2)[CH:6]=1)=[O:40], predict the reactants needed to synthesize it. The reactants are: C[C:2]1[CH:7]=[CH:6][C:5]([N:8]2[C:16]3[C:11](=[CH:12]C=CC=3)[CH:10]=C2)=[CH:4][CH:3]=1.[NH:17]1[C:25]2[C:20](=[CH:21][CH:22]=[CH:23]C=2)[CH:19]=[CH:18]1.I[C:27]1[CH:32]=[CH:31][C:30]([CH3:33])=[CH:29][CH:28]=1.[C:34]([O-:37])([O-])=O.[K+].[K+].[OH2:40]. (8) Given the product [Cl:1][C:2]1[CH:3]=[CH:4][C:5]([N+:9]([O-:11])=[O:10])=[C:6]([NH:7][C:19]2[CH:26]=[CH:25][C:22]([C:23]#[N:24])=[CH:21][N:20]=2)[CH:8]=1, predict the reactants needed to synthesize it. The reactants are: [Cl:1][C:2]1[CH:3]=[CH:4][C:5]([N+:9]([O-:11])=[O:10])=[C:6]([CH:8]=1)[NH2:7].C(=O)([O-])[O-].[Cs+].[Cs+].Cl[C:19]1[CH:26]=[CH:25][C:22]([C:23]#[N:24])=[CH:21][N:20]=1. (9) Given the product [CH3:27][C:28]1[S:29][CH:30]=[C:31]([C:33]([N:21]2[CH2:20][CH2:19][C:16]3([C:15](=[O:24])[N:14]([C:11]4[CH:12]=[CH:13][C:8]([O:7][C:6]([F:5])([F:25])[F:26])=[CH:9][CH:10]=4)[CH2:18][CH2:17]3)[CH2:23][CH2:22]2)=[O:34])[N:32]=1, predict the reactants needed to synthesize it. The reactants are: C(O)(=O)C.[F:5][C:6]([F:26])([F:25])[O:7][C:8]1[CH:13]=[CH:12][C:11]([N:14]2[CH2:18][CH2:17][C:16]3([CH2:23][CH2:22][NH:21][CH2:20][CH2:19]3)[C:15]2=[O:24])=[CH:10][CH:9]=1.[CH3:27][C:28]1[S:29][CH:30]=[C:31]([C:33](Cl)=[O:34])[N:32]=1.Cl.